From a dataset of NCI-60 drug combinations with 297,098 pairs across 59 cell lines. Regression. Given two drug SMILES strings and cell line genomic features, predict the synergy score measuring deviation from expected non-interaction effect. (1) Drug 1: C1C(C(OC1N2C=NC3=C(N=C(N=C32)Cl)N)CO)O. Drug 2: CCC1(CC2CC(C3=C(CCN(C2)C1)C4=CC=CC=C4N3)(C5=C(C=C6C(=C5)C78CCN9C7C(C=CC9)(C(C(C8N6C)(C(=O)OC)O)OC(=O)C)CC)OC)C(=O)OC)O.OS(=O)(=O)O. Cell line: SF-295. Synergy scores: CSS=12.4, Synergy_ZIP=-4.57, Synergy_Bliss=-2.79, Synergy_Loewe=-6.91, Synergy_HSA=-3.73. (2) Drug 2: C1CN1C2=NC(=NC(=N2)N3CC3)N4CC4. Synergy scores: CSS=12.8, Synergy_ZIP=-4.76, Synergy_Bliss=0.129, Synergy_Loewe=-4.12, Synergy_HSA=1.09. Cell line: SK-OV-3. Drug 1: C1=NC2=C(N=C(N=C2N1C3C(C(C(O3)CO)O)F)Cl)N. (3) Drug 1: CC1C(C(=O)NC(C(=O)N2CCCC2C(=O)N(CC(=O)N(C(C(=O)O1)C(C)C)C)C)C(C)C)NC(=O)C3=C4C(=C(C=C3)C)OC5=C(C(=O)C(=C(C5=N4)C(=O)NC6C(OC(=O)C(N(C(=O)CN(C(=O)C7CCCN7C(=O)C(NC6=O)C(C)C)C)C)C(C)C)C)N)C. Drug 2: CC1=C(C=C(C=C1)C(=O)NC2=CC(=CC(=C2)C(F)(F)F)N3C=C(N=C3)C)NC4=NC=CC(=N4)C5=CN=CC=C5. Cell line: HS 578T. Synergy scores: CSS=32.1, Synergy_ZIP=12.2, Synergy_Bliss=13.3, Synergy_Loewe=10.3, Synergy_HSA=10.2. (4) Drug 1: C1=CC(=CC=C1CC(C(=O)O)N)N(CCCl)CCCl.Cl. Drug 2: CC(C)NC(=O)C1=CC=C(C=C1)CNNC.Cl. Cell line: K-562. Synergy scores: CSS=11.4, Synergy_ZIP=-3.40, Synergy_Bliss=-4.61, Synergy_Loewe=-10.6, Synergy_HSA=-8.59. (5) Drug 1: C1=C(C(=O)NC(=O)N1)F. Drug 2: C1C(C(OC1N2C=NC(=NC2=O)N)CO)O. Cell line: CAKI-1. Synergy scores: CSS=26.0, Synergy_ZIP=2.79, Synergy_Bliss=2.36, Synergy_Loewe=8.53, Synergy_HSA=9.31. (6) Synergy scores: CSS=8.00, Synergy_ZIP=-1.80, Synergy_Bliss=2.82, Synergy_Loewe=-0.456, Synergy_HSA=2.62. Cell line: EKVX. Drug 1: CNC(=O)C1=CC=CC=C1SC2=CC3=C(C=C2)C(=NN3)C=CC4=CC=CC=N4. Drug 2: C1=CC=C(C(=C1)C(C2=CC=C(C=C2)Cl)C(Cl)Cl)Cl. (7) Drug 1: C1=CC(=CC=C1CC(C(=O)O)N)N(CCCl)CCCl.Cl. Drug 2: CCC1=C2CN3C(=CC4=C(C3=O)COC(=O)C4(CC)O)C2=NC5=C1C=C(C=C5)O. Cell line: MDA-MB-435. Synergy scores: CSS=11.5, Synergy_ZIP=-2.59, Synergy_Bliss=3.50, Synergy_Loewe=-29.0, Synergy_HSA=-2.71. (8) Drug 1: COC1=CC(=CC(=C1O)OC)C2C3C(COC3=O)C(C4=CC5=C(C=C24)OCO5)OC6C(C(C7C(O6)COC(O7)C8=CC=CS8)O)O. Drug 2: CC12CCC3C(C1CCC2O)C(CC4=C3C=CC(=C4)O)CCCCCCCCCS(=O)CCCC(C(F)(F)F)(F)F. Cell line: HS 578T. Synergy scores: CSS=29.2, Synergy_ZIP=0.894, Synergy_Bliss=-1.15, Synergy_Loewe=-0.603, Synergy_HSA=1.31. (9) Drug 1: CCC1=CC2CC(C3=C(CN(C2)C1)C4=CC=CC=C4N3)(C5=C(C=C6C(=C5)C78CCN9C7C(C=CC9)(C(C(C8N6C)(C(=O)OC)O)OC(=O)C)CC)OC)C(=O)OC.C(C(C(=O)O)O)(C(=O)O)O. Drug 2: CC=C1C(=O)NC(C(=O)OC2CC(=O)NC(C(=O)NC(CSSCCC=C2)C(=O)N1)C(C)C)C(C)C. Synergy scores: CSS=68.0, Synergy_ZIP=-1.48, Synergy_Bliss=-0.696, Synergy_Loewe=-13.6, Synergy_HSA=1.43. Cell line: SF-268.